From a dataset of Peptide-MHC class I binding affinity with 185,985 pairs from IEDB/IMGT. Regression. Given a peptide amino acid sequence and an MHC pseudo amino acid sequence, predict their binding affinity value. This is MHC class I binding data. The binding affinity (normalized) is 0.0847. The peptide sequence is VVAVGGLAI. The MHC is HLA-A03:01 with pseudo-sequence HLA-A03:01.